Dataset: Full USPTO retrosynthesis dataset with 1.9M reactions from patents (1976-2016). Task: Predict the reactants needed to synthesize the given product. (1) Given the product [CH2:10]([N:7]1[C:6](=[O:14])[C:5]2[S:15][C:2]([C:40]3[S:41][CH:42]=[CH:43][CH:44]=3)=[CH:3][C:4]=2[C:8]1=[O:9])[CH2:11][CH2:12][CH3:13], predict the reactants needed to synthesize it. The reactants are: Br[C:2]1[S:15][C:5]2[C:6](=[O:14])[N:7]([CH2:10][CH2:11][CH2:12][CH3:13])[C:8](=[O:9])[C:4]=2[CH:3]=1.C1C=CC([As](C2C=CC=CC=2)C2C=CC=CC=2)=CC=1.C([Sn](CCCC)(CCCC)[C:40]1[S:41][CH:42]=[CH:43][CH:44]=1)CCC. (2) Given the product [CH2:8]1[C:7]2([CH2:12][CH2:13][C:4](=[O:3])[CH2:5][CH2:6]2)[CH2:11][O:10][CH2:9]1, predict the reactants needed to synthesize it. The reactants are: C1O[C:4]2([CH2:13][CH2:12][C:7]3([CH2:11][O:10][CH2:9][CH2:8]3)[CH2:6][CH2:5]2)[O:3]C1.C(O)(=O)C. (3) Given the product [NH2:54][CH:24]1[CH2:25][CH2:20][CH2:21][CH2:22][N:23]1[S:26]([C:29]1[C:30]([OH:44])=[C:31]([NH:36][C:37]2[C:40](=[O:41])[C:39](=[O:42])[C:38]=2[NH:46][C:47]2[CH:52]=[CH:51][CH:50]=[CH:49][CH:48]=2)[CH:32]=[CH:33][C:34]=1[Cl:35])(=[O:27])=[O:28], predict the reactants needed to synthesize it. The reactants are: C1(C2C=CC=CC=2)C=CC=CC=1.C(OC(=O)N[CH:20]1[CH2:25][CH2:24][N:23]([S:26]([C:29]2[C:34]([Cl:35])=[CH:33][CH:32]=[C:31]([NH:36][C:37]3[C:40](=[O:41])[C:39](=[O:42])[C:38]=3Cl)[C:30]=2[OH:44])(=[O:28])=[O:27])[CH2:22][CH2:21]1)(C)(C)C.[NH2:46][C:47]1[CH:52]=[CH:51][CH:50]=[CH:49][CH:48]=1.C[N:54](C=O)C. (4) Given the product [C:1]([C:3]1[CH:4]=[C:5]([CH:10]=[C:11]([O:13][CH2:25][C:26]([F:29])([F:28])[F:27])[CH:12]=1)[C:6]([O:8][CH3:9])=[O:7])#[N:2], predict the reactants needed to synthesize it. The reactants are: [C:1]([C:3]1[CH:4]=[C:5]([CH:10]=[C:11]([OH:13])[CH:12]=1)[C:6]([O:8][CH3:9])=[O:7])#[N:2].CC1C=CC(S(O[CH2:25][C:26]([F:29])([F:28])[F:27])(=O)=O)=CC=1.C(=O)([O-])[O-].[Cs+].[Cs+]. (5) The reactants are: CS(O[CH2:6][C:7]1[CH:12]=[CH:11][C:10]([C:13]2[CH:25]=[CH:24][C:16]3[N:17]([CH2:20][CH:21]4[CH2:23][CH2:22]4)[N:18]=[N:19][C:15]=3[C:14]=2[C:26]([F:29])([F:28])[F:27])=[CH:9][CH:8]=1)(=O)=O.[N-:30]=[N+:31]=[N-:32].[Na+].O. Given the product [N:30]([CH2:6][C:7]1[CH:12]=[CH:11][C:10]([C:13]2[CH:25]=[CH:24][C:16]3[N:17]([CH2:20][CH:21]4[CH2:23][CH2:22]4)[N:18]=[N:19][C:15]=3[C:14]=2[C:26]([F:29])([F:28])[F:27])=[CH:9][CH:8]=1)=[N+:31]=[N-:32], predict the reactants needed to synthesize it. (6) Given the product [N:1]([C:2]1[CH:3]=[N:4][CH:5]=[CH:6][C:7]=1[C@H:8]1[CH2:13][C@@H:12]([NH:14][C:15](=[O:21])[O:16][C:17]([CH3:18])([CH3:20])[CH3:19])[CH:11]=[C:10]([CH3:22])[CH2:9]1)=[C:23]=[S:24], predict the reactants needed to synthesize it. The reactants are: [NH2:1][C:2]1[CH:3]=[N:4][CH:5]=[CH:6][C:7]=1[C@H:8]1[CH2:13][C@@H:12]([NH:14][C:15](=[O:21])[O:16][C:17]([CH3:20])([CH3:19])[CH3:18])[CH:11]=[C:10]([CH3:22])[CH2:9]1.[C:23](N1C=CN=C1)(N1C=CN=C1)=[S:24]. (7) Given the product [CH3:25][O:24][C:16]1[CH:17]=[C:18]([CH:22]=[CH:23][CH:15]=1)[C:19]([NH2:45])=[O:20], predict the reactants needed to synthesize it. The reactants are: ClC1C(F)=C([C@@H]2[C@@]3(C4C=NC(C)=CC=4NC3=O)[C@H](CC(C)(C)C)N3CN([C:15]4[CH:23]=[CH:22][C:18]([C:19](O)=[O:20])=[CH:17][C:16]=4[O:24][CH3:25])C(=O)[C@@H]23)C=CC=1.[OH-].[NH4+:45].